This data is from Reaction yield outcomes from USPTO patents with 853,638 reactions. The task is: Predict the reaction yield, written as a fraction of the theoretical maximum amount of product (1.0 means a 100% yield; for example, 0.34 means a 34% yield). (1) The reactants are [C:1]([O:5][C:6](=[O:19])[NH:7][C:8]1[CH:13]=[CH:12][CH:11]=[CH:10][C:9]=1[NH:14][C:15](=[O:18])[CH:16]=[CH2:17])([CH3:4])([CH3:3])[CH3:2].Br[C:21]1[CH:28]=[CH:27][C:24]([CH:25]=[O:26])=[CH:23][CH:22]=1.C(N(CC)CC)C.[NH4+].[Cl-]. The catalyst is CN(C=O)C.C1C=CC(/C=C/C(/C=C/C2C=CC=CC=2)=O)=CC=1.C1C=CC(/C=C/C(/C=C/C2C=CC=CC=2)=O)=CC=1.C1C=CC(/C=C/C(/C=C/C2C=CC=CC=2)=O)=CC=1.[Pd].[Pd].C1(C)C=CC=CC=1P(C1C=CC=CC=1C)C1C=CC=CC=1C. The product is [C:1]([O:5][C:6](=[O:19])[NH:7][C:8]1[CH:13]=[CH:12][CH:11]=[CH:10][C:9]=1[NH:14][C:15](=[O:18])/[CH:16]=[CH:17]/[C:21]1[CH:28]=[CH:27][C:24]([CH:25]=[O:26])=[CH:23][CH:22]=1)([CH3:4])([CH3:2])[CH3:3]. The yield is 0.560. (2) The reactants are [Si:1]([O:8][C@@H:9]1[C@@:26]2([CH3:27])[C:13](=[CH:14][CH:15]=[C:16]3[C@@H:25]2[CH2:24][CH2:23][C@@:21]2([CH3:22])[C@H:17]3[CH2:18][CH:19]=[C:20]2[CH2:28]Br)[CH2:12][C@@H:11]([O:30][Si:31]([C:34]([CH3:37])([CH3:36])[CH3:35])([CH3:33])[CH3:32])[CH2:10]1)([C:4]([CH3:7])([CH3:6])[CH3:5])([CH3:3])[CH3:2].[C:38]([O-:41])(=[S:40])[CH3:39].[K+]. The catalyst is CC(C)=O.CCCCCC. The product is [C:38]([S:40][CH2:28][C:20]1[C@:21]2([CH2:23][CH2:24][C@H:25]3[C:16](=[CH:15][CH:14]=[C:13]4[C@:26]3([CH3:27])[C@@H:9]([O:8][Si:1]([C:4]([CH3:6])([CH3:5])[CH3:7])([CH3:3])[CH3:2])[CH2:10][C@H:11]([O:30][Si:31]([C:34]([CH3:36])([CH3:37])[CH3:35])([CH3:33])[CH3:32])[CH2:12]4)[C@@H:17]2[CH2:18][CH:19]=1)[CH3:22])(=[O:41])[CH3:39]. The yield is 0.640. (3) The reactants are [N+:1]([C:4]1[CH:9]=[CH:8][C:7]([C:10]2([C:13]([O:15][CH3:16])=[O:14])[CH2:12][CH2:11]2)=[CH:6][CH:5]=1)([O-])=O. The catalyst is CO.[Ni]. The product is [NH2:1][C:4]1[CH:5]=[CH:6][C:7]([C:10]2([C:13]([O:15][CH3:16])=[O:14])[CH2:12][CH2:11]2)=[CH:8][CH:9]=1. The yield is 0.660. (4) The reactants are Br[CH:2]1[C:6]([Br:7])=[C:5]([O:8][CH3:9])[C:4](=[O:10])[O:3]1.[NH3:11]. No catalyst specified. The product is [Br:7][C:6]1[CH:2]([OH:3])[NH:11][C:4](=[O:10])[C:5]=1[O:8][CH3:9]. The yield is 0.650. (5) The reactants are N(C(OCC)=O)=NC(OCC)=O.[O:13]1[CH2:18][CH2:17][N:16]([CH2:19]/[CH:20]=[CH:21]/[CH2:22][OH:23])[CH2:15][CH2:14]1.[Cl:24][C:25]1[CH:44]=[CH:43][C:28]([NH:29][C:30]2[C:39]3[C:34](=[CH:35][C:36](O)=[C:37]([O:40][CH3:41])[CH:38]=3)[N:33]=[CH:32][N:31]=2)=[C:27]([F:45])[CH:26]=1.C1(P(C2C=CC=CC=2)C2C=CC=CC=2)C=CC=CC=1. The catalyst is C(Cl)Cl. The product is [ClH:24].[Cl:24][C:25]1[CH:44]=[CH:43][C:28]([NH:29][C:30]2[C:39]3[C:34](=[CH:35][C:36]([O:23][CH2:22]/[CH:21]=[CH:20]/[CH2:19][N:16]4[CH2:17][CH2:18][O:13][CH2:14][CH2:15]4)=[C:37]([O:40][CH3:41])[CH:38]=3)[N:33]=[CH:32][N:31]=2)=[C:27]([F:45])[CH:26]=1. The yield is 0.450. (6) The reactants are [CH2:1]1[CH:6]2[CH2:7][CH2:8][CH2:9][N:5]2[CH2:4][CH2:3][N:2]1[C:10]1[CH:19]=[CH:18][C:13]([C:14]([O:16]C)=O)=[CH:12][CH:11]=1.[CH3:20][O:21][C:22]1[CH:23]=[C:24]([CH2:30][O:31][C:32]2[CH:33]=[C:34]([NH2:37])[NH:35][N:36]=2)[CH:25]=[C:26]([O:28][CH3:29])[CH:27]=1.C[Al](C)C.C1(C)C=CC=CC=1. No catalyst specified. The product is [CH2:1]1[CH:6]2[CH2:7][CH2:8][CH2:9][N:5]2[CH2:4][CH2:3][N:2]1[C:10]1[CH:11]=[CH:12][C:13]([C:14]([NH:37][C:34]2[NH:35][N:36]=[C:32]([O:31][CH2:30][C:24]3[CH:25]=[C:26]([O:28][CH3:29])[CH:27]=[C:22]([O:21][CH3:20])[CH:23]=3)[CH:33]=2)=[O:16])=[CH:18][CH:19]=1. The yield is 0.270.